This data is from Peptide-MHC class I binding affinity with 185,985 pairs from IEDB/IMGT. The task is: Regression. Given a peptide amino acid sequence and an MHC pseudo amino acid sequence, predict their binding affinity value. This is MHC class I binding data. (1) The binding affinity (normalized) is 0.0847. The peptide sequence is AMITYITRK. The MHC is HLA-B39:01 with pseudo-sequence HLA-B39:01. (2) The peptide sequence is VPRENATAF. The MHC is HLA-A02:03 with pseudo-sequence HLA-A02:03. The binding affinity (normalized) is 0.0847. (3) The peptide sequence is WMQELRAGA. The MHC is HLA-A02:16 with pseudo-sequence HLA-A02:16. The binding affinity (normalized) is 0.494. (4) The peptide sequence is METQTSTWF. The MHC is Mamu-B01 with pseudo-sequence Mamu-B01. The binding affinity (normalized) is 0. (5) The peptide sequence is YTAVVPLVY. The MHC is HLA-B15:01 with pseudo-sequence HLA-B15:01. The binding affinity (normalized) is 0.582. (6) The peptide sequence is REPWDEWVVEV. The MHC is Mamu-B01 with pseudo-sequence Mamu-B01. The binding affinity (normalized) is 0.